From a dataset of Reaction yield outcomes from USPTO patents with 853,638 reactions. Predict the reaction yield, written as a fraction of the theoretical maximum amount of product (1.0 means a 100% yield; for example, 0.34 means a 34% yield). (1) The reactants are Br[C:2]1[C:10]2[C:9](=[O:11])[N:8]([CH2:12][O:13][CH2:14][CH2:15][Si:16]([CH3:19])([CH3:18])[CH3:17])[N:7]=[CH:6][C:5]=2[N:4]([CH2:20][O:21][CH2:22][CH2:23][Si:24]([CH3:27])([CH3:26])[CH3:25])[CH:3]=1.[CH2:28](B(O)O)[CH2:29][CH3:30].P([O-])([O-])([O-])=O.[K+].[K+].[K+].C(P(C12CC3CC(CC(C3)C1)C2)C12CC3CC(CC(C3)C1)C2)CCC. The catalyst is C([O-])(=O)C.[Pd+2].C([O-])(=O)C.O.C1(C)C=CC=CC=1. The product is [CH2:28]([C:2]1[C:10]2[C:9](=[O:11])[N:8]([CH2:12][O:13][CH2:14][CH2:15][Si:16]([CH3:19])([CH3:18])[CH3:17])[N:7]=[CH:6][C:5]=2[N:4]([CH2:20][O:21][CH2:22][CH2:23][Si:24]([CH3:27])([CH3:26])[CH3:25])[CH:3]=1)[CH2:29][CH3:30]. The yield is 0.380. (2) The reactants are [CH3:1][CH:2]1[CH2:7][CH2:6][N:5]([C:8](Cl)=[O:9])[CH2:4][CH2:3]1.Cl.[O:12]1[C:18]2[CH:19]=[CH:20][C:21]([C:23]3[S:27][C:26]([NH:28][C:29](=[O:31])[CH3:30])=[N:25][CH:24]=3)=[CH:22][C:17]=2[CH2:16][NH:15][CH2:14][CH2:13]1.C(=O)([O-])[O-].[K+].[K+].CO. The catalyst is CN(C)C=O. The product is [CH3:1][CH:2]1[CH2:7][CH2:6][N:5]([C:8]([N:15]2[CH2:16][C:17]3[CH:22]=[C:21]([C:23]4[S:27][C:26]([NH:28][C:29](=[O:31])[CH3:30])=[N:25][CH:24]=4)[CH:20]=[CH:19][C:18]=3[O:12][CH2:13][CH2:14]2)=[O:9])[CH2:4][CH2:3]1. The yield is 0.630. (3) The reactants are F[C:2]1[CH:7]=[CH:6][C:5]([S:8]([C:11]2[CH:16]=[CH:15][CH:14]=[CH:13][CH:12]=2)(=[O:10])=[O:9])=[C:4]([N+:17]([O-:19])=[O:18])[CH:3]=1.[NH:20]1[CH2:25][CH2:24][NH:23][CH2:22][CH2:21]1.C(=O)([O-])[O-].[K+].[K+].O. The catalyst is C(#N)C.C(Cl)Cl. The product is [N+:17]([C:4]1[CH:3]=[C:2]([N:20]2[CH2:25][CH2:24][NH:23][CH2:22][CH2:21]2)[CH:7]=[CH:6][C:5]=1[S:8]([C:11]1[CH:16]=[CH:15][CH:14]=[CH:13][CH:12]=1)(=[O:10])=[O:9])([O-:19])=[O:18]. The yield is 0.920. (4) The reactants are [CH3:1][O:2][C:3]1[CH:4]=[C:5]2[C:10](=O)[O:9][C:7](=[O:8])[C:6]2=[CH:12][CH:13]=1.C([NH2:16])=O. No catalyst specified. The product is [CH3:1][O:2][C:3]1[CH:4]=[C:5]2[C:10](=[O:9])[NH:16][C:7](=[O:8])[C:6]2=[CH:12][CH:13]=1. The yield is 0.770. (5) The reactants are Br[C:2]1[CH:3]=[CH:4][C:5]([Cl:8])=[N:6][CH:7]=1.[CH:9]1(B(O)O)[CH2:11][CH2:10]1.C([O-])([O-])=O.[Cs+].[Cs+]. The catalyst is O1CCOCC1.C1C=CC([P]([Pd]([P](C2C=CC=CC=2)(C2C=CC=CC=2)C2C=CC=CC=2)([P](C2C=CC=CC=2)(C2C=CC=CC=2)C2C=CC=CC=2)[P](C2C=CC=CC=2)(C2C=CC=CC=2)C2C=CC=CC=2)(C2C=CC=CC=2)C2C=CC=CC=2)=CC=1. The product is [Cl:8][C:5]1[CH:4]=[CH:3][C:2]([CH:9]2[CH2:11][CH2:10]2)=[CH:7][N:6]=1. The yield is 0.570. (6) The reactants are [Cl-].[CH3:2][O:3][CH2:4][P+](C1C=CC=CC=1)(C1C=CC=CC=1)C1C=CC=CC=1.C[Si]([N-][Si](C)(C)C)(C)C.[Li+].[CH:34]([C:36]1[C:44]2[C:43]([C:45]([O:47][CH3:48])=[O:46])=[CH:42][CH:41]=[CH:40][C:39]=2[N:38]([CH2:49][C:50]2[CH:55]=[CH:54][C:53]([O:56][CH3:57])=[CH:52][CH:51]=2)[N:37]=1)=O. The catalyst is O1CCCC1. The product is [CH3:57][O:56][C:53]1[CH:54]=[CH:55][C:50]([CH2:49][N:38]2[C:39]3[CH:40]=[CH:41][CH:42]=[C:43]([C:45]([O:47][CH3:48])=[O:46])[C:44]=3[C:36]([CH:34]=[CH:2][O:3][CH3:4])=[N:37]2)=[CH:51][CH:52]=1. The yield is 0.820. (7) The reactants are [CH3:1][O:2][C:3]1[C:8]2[CH2:9][CH2:10][CH:11]([N:14]([CH2:16][CH2:17][O:18][CH3:19])[CH3:15])[CH2:12][CH2:13][C:7]=2[CH:6]=[CH:5][C:4]=1[NH2:20].Cl[C:22]1[N:27]=[C:26]([NH:28][C@@H:29]2[CH2:34][CH2:33][CH2:32][CH2:31][C@H:30]2[NH:35][S:36]([CH3:39])(=[O:38])=[O:37])[C:25]([Cl:40])=[CH:24][N:23]=1. No catalyst specified. The product is [Cl:40][C:25]1[C:26]([NH:28][C@@H:29]2[CH2:34][CH2:33][CH2:32][CH2:31][C@H:30]2[NH:35][S:36]([CH3:39])(=[O:38])=[O:37])=[N:27][C:22]([NH:20][C:4]2[CH:5]=[CH:6][C:7]3[CH2:13][CH2:12][CH:11]([N:14]([CH2:16][CH2:17][O:18][CH3:19])[CH3:15])[CH2:10][CH2:9][C:8]=3[C:3]=2[O:2][CH3:1])=[N:23][CH:24]=1. The yield is 0.425. (8) The reactants are [OH-].[Na+].C[O:4][C:5](=[O:52])[C:6]1[CH:11]=[C:10]([CH2:12][N:13]2[CH2:19][CH2:18][CH2:17][C@H:16]([N:20]([CH2:27][C:28]3[CH:33]=[C:32]([C:34]([F:37])([F:36])[F:35])[CH:31]=[C:30]([C:38]([F:41])([F:40])[F:39])[CH:29]=3)[C:21]3[N:22]=[N:23][N:24]([CH3:26])[N:25]=3)[C:15]3[CH:42]=[C:43]([CH3:50])[C:44]([C:46]([F:49])([F:48])[F:47])=[CH:45][C:14]2=3)[CH:9]=[CH:8][C:7]=1[F:51].Cl. The catalyst is CO. The yield is 0.980. The product is [F:37][C:34]([F:35])([F:36])[C:32]1[CH:33]=[C:28]([CH:29]=[C:30]([C:38]([F:39])([F:40])[F:41])[CH:31]=1)[CH2:27][N:20]([C:21]1[N:22]=[N:23][N:24]([CH3:26])[N:25]=1)[C@H:16]1[CH2:17][CH2:18][CH2:19][N:13]([CH2:12][C:10]2[CH:9]=[CH:8][C:7]([F:51])=[C:6]([CH:11]=2)[C:5]([OH:52])=[O:4])[C:14]2[CH:45]=[C:44]([C:46]([F:47])([F:48])[F:49])[C:43]([CH3:50])=[CH:42][C:15]1=2. (9) The reactants are [Cl:1][C:2]1[CH:3]=[CH:4][C:5]([S:9][CH3:10])=[C:6]([NH2:8])[CH:7]=1.[CH3:11][C:12]1[CH:17]=[CH:16][C:15]([S:18](Cl)(=[O:20])=[O:19])=[CH:14][C:13]=1[N+:22]([O-:24])=[O:23]. No catalyst specified. The product is [Cl:1][C:2]1[CH:3]=[CH:4][C:5]([S:9][CH3:10])=[C:6]([NH:8][S:18]([C:15]2[CH:16]=[CH:17][C:12]([CH3:11])=[C:13]([N+:22]([O-:24])=[O:23])[CH:14]=2)(=[O:19])=[O:20])[CH:7]=1. The yield is 0.610. (10) The reactants are [NH2:1][C:2]1[CH:3]=[C:4]([C:8]2[N:9]=[C:10]([NH2:20])[S:11][C:12]=2[C:13]2[CH:18]=[CH:17][N:16]=[C:15]([Cl:19])[N:14]=2)[CH:5]=[CH:6][CH:7]=1.[S:21]1[CH:25]=[CH:24][CH:23]=[C:22]1[CH2:26][C:27](Cl)=[O:28]. No catalyst specified. The product is [NH2:20][C:10]1[S:11][C:12]([C:13]2[CH:18]=[CH:17][N:16]=[C:15]([Cl:19])[N:14]=2)=[C:8]([C:4]2[CH:3]=[C:2]([NH:1][C:27](=[O:28])[CH2:26][C:22]3[S:21][CH:25]=[CH:24][CH:23]=3)[CH:7]=[CH:6][CH:5]=2)[N:9]=1. The yield is 0.510.